From a dataset of Reaction yield outcomes from USPTO patents with 853,638 reactions. Predict the reaction yield, written as a fraction of the theoretical maximum amount of product (1.0 means a 100% yield; for example, 0.34 means a 34% yield). (1) The reactants are [CH3:1][C:2]1[C:10]2[C:5](=[CH:6][CH:7]=[CH:8][C:9]=2[NH2:11])[N:4]([CH2:12][C:13]2[CH:17]=[CH:16][N:15]([CH:18]([CH3:20])[CH3:19])[N:14]=2)[N:3]=1.[Cl:21][C:22]1[CH:27]=[CH:26][N:25]2[C:28]([C:31](OCC)=[O:32])=[CH:29][N:30]=[C:24]2[CH:23]=1.C[Si]([N-][Si](C)(C)C)(C)C.[Li+]. The catalyst is C1COCC1. The product is [Cl:21][C:22]1[CH:27]=[CH:26][N:25]2[C:28]([C:31]([NH:11][C:9]3[CH:8]=[CH:7][CH:6]=[C:5]4[C:10]=3[C:2]([CH3:1])=[N:3][N:4]4[CH2:12][C:13]3[CH:17]=[CH:16][N:15]([CH:18]([CH3:20])[CH3:19])[N:14]=3)=[O:32])=[CH:29][N:30]=[C:24]2[CH:23]=1. The yield is 0.520. (2) The reactants are [CH:1](B1OC(C)(C)C(C)(C)O1)=[CH2:2].Cl[C:13]1[C:14]([NH:33][CH2:34][C:35]2[O:36][CH:37]=[CH:38][CH:39]=2)=[N:15][C:16]([C:23]2[CH:28]=[CH:27][C:26]([Cl:29])=[C:25]([O:30][CH3:31])[C:24]=2[F:32])=[N:17][C:18]=1[C:19]([O:21][CH3:22])=[O:20].[F-].[Cs+].ClCCl. The catalyst is C(COC)OC.O. The product is [Cl:29][C:26]1[CH:27]=[CH:28][C:23]([C:16]2[N:15]=[C:14]([NH:33][CH2:34][C:35]3[O:36][CH:37]=[CH:38][CH:39]=3)[C:13]([CH:1]=[CH2:2])=[C:18]([C:19]([O:21][CH3:22])=[O:20])[N:17]=2)=[C:24]([F:32])[C:25]=1[O:30][CH3:31]. The yield is 0.630. (3) The reactants are C(=O)(O)[O-].[K+:5].[C:6]([O:13]CC)(=[O:12])[C:7]([O:9][CH2:10][CH3:11])=[O:8].O.C(=O)=O. The catalyst is CC(C)=O. The product is [C:7]([O:9][CH2:10][CH3:11])(=[O:8])[C:6]([O-:13])=[O:12].[K+:5]. The yield is 0.960. (4) The reactants are [C:1]([O:5][C:6]([N:8]1[C:16]2[C:11](=[C:12]([NH:20][C:21]3[CH:26]=[CH:25][C:24]([I:27])=[CH:23][C:22]=3[F:28])[C:13]([NH2:19])=[C:14]([O:17][CH3:18])[CH:15]=2)[CH:10]=[N:9]1)=[O:7])([CH3:4])([CH3:3])[CH3:2].[CH:29]1([S:32](Cl)(=[O:34])=[O:33])[CH2:31][CH2:30]1.O.C(OCC)(=O)C. The catalyst is N1C=CC=CC=1.C1CCCCC1. The product is [C:1]([O:5][C:6]([N:8]1[C:16]2[C:11](=[C:12]([NH:20][C:21]3[CH:26]=[CH:25][C:24]([I:27])=[CH:23][C:22]=3[F:28])[C:13]([NH:19][S:32]([CH:29]3[CH2:31][CH2:30]3)(=[O:34])=[O:33])=[C:14]([O:17][CH3:18])[CH:15]=2)[CH:10]=[N:9]1)=[O:7])([CH3:4])([CH3:2])[CH3:3]. The yield is 0.890.